This data is from Catalyst prediction with 721,799 reactions and 888 catalyst types from USPTO. The task is: Predict which catalyst facilitates the given reaction. (1) Reactant: [CH3:1][C:2]1([CH3:34])[CH2:11][C@@H:10]([NH:12][C:13](=[O:29])[NH:14][C:15]2[CH:24]=[CH:23][CH:22]=[C:21]3[C:16]=2[CH:17]=[C:18]([NH:25]C(=O)C)[N:19]=[CH:20]3)[C:9]2[C:4](=[CH:5][C:6]([C:30]([F:33])([F:32])[F:31])=[CH:7][CH:8]=2)[O:3]1.[OH-].[Na+]. Product: [NH2:25][C:18]1[N:19]=[CH:20][C:21]2[C:16]([CH:17]=1)=[C:15]([NH:14][C:13]([NH:12][C@H:10]1[C:9]3[C:4](=[CH:5][C:6]([C:30]([F:33])([F:31])[F:32])=[CH:7][CH:8]=3)[O:3][C:2]([CH3:34])([CH3:1])[CH2:11]1)=[O:29])[CH:24]=[CH:23][CH:22]=2. The catalyst class is: 24. (2) Reactant: [C:1]([O:5][C:6](=[O:20])[CH2:7][CH2:8][S:9][CH2:10][C:11]1[CH:12]=[C:13]([CH:17]=[CH:18][CH:19]=1)[C:14]([OH:16])=O)([CH3:4])([CH3:3])[CH3:2].CN(C(ON1N=NC2C=CC=NC1=2)=[N+](C)C)C.F[P-](F)(F)(F)(F)F.CCN(C(C)C)C(C)C.[NH2:54][C:55]1[CH:79]=[CH:78][C:77]([N:80]2[CH2:85][CH2:84][CH2:83][CH2:82][CH2:81]2)=[CH:76][C:56]=1[C:57]([NH:59][C:60]1[CH:65]=[N:64][C:63]([C:66]2[CH:71]=[CH:70][CH:69]=[C:68]([C:72]([F:75])([F:74])[F:73])[CH:67]=2)=[CH:62][N:61]=1)=[O:58]. Product: [N:80]1([C:77]2[CH:78]=[CH:79][C:55]([NH:54][C:14]([C:13]3[CH:12]=[C:11]([CH:19]=[CH:18][CH:17]=3)[CH2:10][S:9][CH2:8][CH2:7][C:6]([O:5][C:1]([CH3:2])([CH3:3])[CH3:4])=[O:20])=[O:16])=[C:56]([C:57](=[O:58])[NH:59][C:60]3[CH:65]=[N:64][C:63]([C:66]4[CH:71]=[CH:70][CH:69]=[C:68]([C:72]([F:73])([F:74])[F:75])[CH:67]=4)=[CH:62][N:61]=3)[CH:76]=2)[CH2:81][CH2:82][CH2:83][CH2:84][CH2:85]1. The catalyst class is: 42. (3) Reactant: C[O:2][C:3](=[O:31])[C:4]1[CH:9]=[CH:8][C:7]([NH:10][C:11]([NH:13][C:14]2[CH:23]=[CH:22][C:21]3[CH:20]([N:24]([CH:26]4[CH2:28][CH2:27]4)[CH3:25])[CH2:19][CH2:18][C:17]([CH3:30])([CH3:29])[C:16]=3[CH:15]=2)=[O:12])=[CH:6][CH:5]=1.[OH-].[Na+].Cl. Product: [CH:26]1([N:24]([CH3:25])[CH:20]2[CH2:19][CH2:18][C:17]([CH3:29])([CH3:30])[C:16]3[CH:15]=[C:14]([NH:13][C:11](=[O:12])[NH:10][C:7]4[CH:6]=[CH:5][C:4]([C:3]([OH:31])=[O:2])=[CH:9][CH:8]=4)[CH:23]=[CH:22][C:21]2=3)[CH2:28][CH2:27]1. The catalyst class is: 111. (4) Reactant: Cl.[CH3:2][CH:3]([O:5][C:6]1[CH:13]=[CH:12][C:11]([C:14]2[O:18][N:17]=[C:16]([C:19]3[CH:29]=[CH:28][C:22]4[CH2:23][CH2:24][NH:25][CH2:26][CH2:27][C:21]=4[CH:20]=3)[N:15]=2)=[CH:10][C:7]=1[C:8]#[N:9])[CH3:4].C(=O)([O-])[O-].[K+].[K+].Br[CH2:37][C:38]([O:40][CH3:41])=[O:39]. Product: [C:8]([C:7]1[CH:10]=[C:11]([C:14]2[O:18][N:17]=[C:16]([C:19]3[CH:29]=[CH:28][C:22]4[CH2:23][CH2:24][N:25]([CH2:37][C:38]([O:40][CH3:41])=[O:39])[CH2:26][CH2:27][C:21]=4[CH:20]=3)[N:15]=2)[CH:12]=[CH:13][C:6]=1[O:5][CH:3]([CH3:2])[CH3:4])#[N:9]. The catalyst class is: 10. (5) Reactant: [F:1][C:2]1[CH:3]=[C:4]([CH:35]=[CH:36][C:37]=1[F:38])[O:5][CH2:6][CH2:7][N:8]1[CH2:13][CH2:12][C:11]([CH2:19][CH2:20][CH2:21][C:22]2[C:31]3[C:26](=[CH:27][CH:28]=[C:29]([O:32][CH3:33])[CH:30]=3)[N:25]=[CH:24][C:23]=2[F:34])([C:14]([O:16]CC)=[O:15])[CH2:10][CH2:9]1.[OH-].[Na+]. Product: [F:1][C:2]1[CH:3]=[C:4]([CH:35]=[CH:36][C:37]=1[F:38])[O:5][CH2:6][CH2:7][N:8]1[CH2:9][CH2:10][C:11]([CH2:19][CH2:20][CH2:21][C:22]2[C:31]3[C:26](=[CH:27][CH:28]=[C:29]([O:32][CH3:33])[CH:30]=3)[N:25]=[CH:24][C:23]=2[F:34])([C:14]([OH:16])=[O:15])[CH2:12][CH2:13]1. The catalyst class is: 169.